This data is from Forward reaction prediction with 1.9M reactions from USPTO patents (1976-2016). The task is: Predict the product of the given reaction. Given the reactants [OH:1][C:2]1[N:6]([C:7]2[CH:12]=[C:11]([C:13]#[N:14])[CH:10]=[CH:9][N:8]=2)[N:5]=[CH:4][CH:3]=1.[N:15]1[CH:20]=[CH:19][CH:18]=[C:17]([CH2:21]O)[CH:16]=1, predict the reaction product. The product is: [N:15]1[CH:20]=[CH:19][CH:18]=[C:17]([CH2:21][O:1][C:2]2[N:6]([C:7]3[CH:12]=[C:11]([C:13]#[N:14])[CH:10]=[CH:9][N:8]=3)[N:5]=[CH:4][CH:3]=2)[CH:16]=1.